This data is from NCI-60 drug combinations with 297,098 pairs across 59 cell lines. The task is: Regression. Given two drug SMILES strings and cell line genomic features, predict the synergy score measuring deviation from expected non-interaction effect. (1) Drug 1: CC1=C(C=C(C=C1)C(=O)NC2=CC(=CC(=C2)C(F)(F)F)N3C=C(N=C3)C)NC4=NC=CC(=N4)C5=CN=CC=C5. Drug 2: CN(C(=O)NC(C=O)C(C(C(CO)O)O)O)N=O. Cell line: SW-620. Synergy scores: CSS=-2.01, Synergy_ZIP=0.0856, Synergy_Bliss=0.288, Synergy_Loewe=-4.47, Synergy_HSA=-4.26. (2) Drug 1: CC1OCC2C(O1)C(C(C(O2)OC3C4COC(=O)C4C(C5=CC6=C(C=C35)OCO6)C7=CC(=C(C(=C7)OC)O)OC)O)O. Drug 2: C1=NC2=C(N1)C(=S)N=CN2. Cell line: SK-MEL-5. Synergy scores: CSS=24.7, Synergy_ZIP=-12.6, Synergy_Bliss=-3.39, Synergy_Loewe=-6.84, Synergy_HSA=-1.40. (3) Drug 1: CCC(=C(C1=CC=CC=C1)C2=CC=C(C=C2)OCCN(C)C)C3=CC=CC=C3.C(C(=O)O)C(CC(=O)O)(C(=O)O)O. Cell line: NCI-H522. Synergy scores: CSS=26.0, Synergy_ZIP=-1.00, Synergy_Bliss=2.17, Synergy_Loewe=2.46, Synergy_HSA=4.76. Drug 2: COCCOC1=C(C=C2C(=C1)C(=NC=N2)NC3=CC=CC(=C3)C#C)OCCOC.Cl. (4) Synergy scores: CSS=-0.588, Synergy_ZIP=1.12, Synergy_Bliss=1.11, Synergy_Loewe=-2.03, Synergy_HSA=-1.89. Cell line: UACC62. Drug 1: CC1=C(C=C(C=C1)NC(=O)C2=CC=C(C=C2)CN3CCN(CC3)C)NC4=NC=CC(=N4)C5=CN=CC=C5. Drug 2: C(=O)(N)NO. (5) Drug 1: COC1=NC(=NC2=C1N=CN2C3C(C(C(O3)CO)O)O)N. Drug 2: CC1CCC2CC(C(=CC=CC=CC(CC(C(=O)C(C(C(=CC(C(=O)CC(OC(=O)C3CCCCN3C(=O)C(=O)C1(O2)O)C(C)CC4CCC(C(C4)OC)OCCO)C)C)O)OC)C)C)C)OC. Cell line: UACC-257. Synergy scores: CSS=-3.98, Synergy_ZIP=0.924, Synergy_Bliss=-2.29, Synergy_Loewe=-3.84, Synergy_HSA=-4.86. (6) Drug 1: CC(C)(C#N)C1=CC(=CC(=C1)CN2C=NC=N2)C(C)(C)C#N. Drug 2: CN(CCCl)CCCl.Cl. Cell line: IGROV1. Synergy scores: CSS=18.7, Synergy_ZIP=-3.89, Synergy_Bliss=-0.345, Synergy_Loewe=-1.77, Synergy_HSA=-1.28. (7) Drug 1: CS(=O)(=O)C1=CC(=C(C=C1)C(=O)NC2=CC(=C(C=C2)Cl)C3=CC=CC=N3)Cl. Drug 2: CCCCCOC(=O)NC1=NC(=O)N(C=C1F)C2C(C(C(O2)C)O)O. Cell line: M14. Synergy scores: CSS=0.929, Synergy_ZIP=2.29, Synergy_Bliss=5.81, Synergy_Loewe=1.84, Synergy_HSA=2.14. (8) Drug 1: COC1=NC(=NC2=C1N=CN2C3C(C(C(O3)CO)O)O)N. Drug 2: CCN(CC)CCNC(=O)C1=C(NC(=C1C)C=C2C3=C(C=CC(=C3)F)NC2=O)C. Cell line: SF-268. Synergy scores: CSS=-3.79, Synergy_ZIP=1.98, Synergy_Bliss=-1.35, Synergy_Loewe=-15.8, Synergy_HSA=-10.2. (9) Drug 1: CN(C)N=NC1=C(NC=N1)C(=O)N. Drug 2: B(C(CC(C)C)NC(=O)C(CC1=CC=CC=C1)NC(=O)C2=NC=CN=C2)(O)O. Cell line: HS 578T. Synergy scores: CSS=0.979, Synergy_ZIP=-0.354, Synergy_Bliss=0.0856, Synergy_Loewe=-2.30, Synergy_HSA=-2.00.